From a dataset of NCI-60 drug combinations with 297,098 pairs across 59 cell lines. Regression. Given two drug SMILES strings and cell line genomic features, predict the synergy score measuring deviation from expected non-interaction effect. (1) Drug 1: CC(C)NC(=O)C1=CC=C(C=C1)CNNC.Cl. Drug 2: CC12CCC3C(C1CCC2OP(=O)(O)O)CCC4=C3C=CC(=C4)OC(=O)N(CCCl)CCCl.[Na+]. Cell line: HCT-15. Synergy scores: CSS=7.93, Synergy_ZIP=-1.53, Synergy_Bliss=3.80, Synergy_Loewe=-0.495, Synergy_HSA=-0.258. (2) Drug 1: C1=CC(=CC=C1CCCC(=O)O)N(CCCl)CCCl. Drug 2: CNC(=O)C1=NC=CC(=C1)OC2=CC=C(C=C2)NC(=O)NC3=CC(=C(C=C3)Cl)C(F)(F)F. Cell line: A549. Synergy scores: CSS=49.0, Synergy_ZIP=0.687, Synergy_Bliss=1.36, Synergy_Loewe=-1.85, Synergy_HSA=3.90.